Dataset: Reaction yield outcomes from USPTO patents with 853,638 reactions. Task: Predict the reaction yield, written as a fraction of the theoretical maximum amount of product (1.0 means a 100% yield; for example, 0.34 means a 34% yield). (1) The yield is 0.560. The catalyst is C1COCC1.O. The reactants are [H-].[Na+].[I:3][C:4]1[C:12]2[C:7](=[CH:8][CH:9]=[CH:10][CH:11]=2)[NH:6][N:5]=1.Br[CH2:14][CH2:15][CH3:16]. The product is [I:3][C:4]1[C:12]2[C:7](=[CH:8][CH:9]=[CH:10][CH:11]=2)[N:6]([CH2:14][CH2:15][CH3:16])[N:5]=1. (2) The reactants are [CH3:1][NH:2][C:3]([C:5]1[CH:14]=[CH:13][C:12]2[C:7](=[C:8](Br)[CH:9]=[N:10][CH:11]=2)[N:6]=1)=[O:4].[CH3:16][N:17]1[C:21]2[CH:22]=[CH:23][C:24](B3OC(C)(C)C(C)(C)O3)=[CH:25][C:20]=2[CH2:19][S:18]1(=[O:36])=[O:35].C(=O)([O-])[O-].[Na+].[Na+]. The catalyst is C(#N)C. The product is [CH3:1][NH:2][C:3]([C:5]1[CH:14]=[CH:13][C:12]2[C:7](=[C:8]([C:24]3[CH:23]=[CH:22][C:21]4[N:17]([CH3:16])[S:18](=[O:35])(=[O:36])[CH2:19][C:20]=4[CH:25]=3)[CH:9]=[N:10][CH:11]=2)[N:6]=1)=[O:4]. The yield is 0.420. (3) The reactants are CC1(C)C(C)(C)OB([C:9]2[CH2:10][CH2:11][N:12]([C:15]([O:17][C:18]([CH3:21])([CH3:20])[CH3:19])=[O:16])[CH2:13][CH:14]=2)O1.C([O-])([O-])=O.[K+].[K+].Br[C:30]1[CH:35]=[CH:34][C:33]([F:36])=[C:32]([N+:37]([O-:39])=[O:38])[CH:31]=1. The catalyst is CN(C=O)C. The product is [F:36][C:33]1[CH:34]=[CH:35][C:30]([C:9]2[CH2:10][CH2:11][N:12]([C:15]([O:17][C:18]([CH3:19])([CH3:20])[CH3:21])=[O:16])[CH2:13][CH:14]=2)=[CH:31][C:32]=1[N+:37]([O-:39])=[O:38]. The yield is 0.651. (4) The reactants are [F:1][C:2]([F:7])([F:6])[C:3]([OH:5])=[O:4].[CH3:8][N:9]([CH2:11][C:12]1[CH:13]=[C:14]([C:20]2[CH:21]=[C:22]3[C:26](=[C:27]([C:29]([NH2:31])=[O:30])[CH:28]=2)[NH:25][CH:24]=[C:23]3[CH:32]2[CH2:37][CH2:36][N:35]([S:38]([CH2:41][CH3:42])(=[O:40])=[O:39])[CH2:34][CH2:33]2)[CH:15]=[CH:16][C:17]=1[O:18][CH3:19])[CH3:10].N1C[CH2:47][O:46][CH2:45]C1.CNC. No catalyst specified. The product is [F:1][C:2]([F:7])([F:6])[C:3]([OH:5])=[O:4].[CH2:41]([S:38]([N:35]1[CH2:36][CH2:37][CH:32]([C:23]2[C:22]3[C:26](=[C:27]([C:29]([NH2:31])=[O:30])[CH:28]=[C:20]([C:14]4[CH:15]=[CH:16][C:17]([O:18][CH3:19])=[C:12]([CH2:11][N:9]5[CH2:10][CH2:47][O:46][CH2:45][CH2:8]5)[CH:13]=4)[CH:21]=3)[NH:25][CH:24]=2)[CH2:33][CH2:34]1)(=[O:40])=[O:39])[CH3:42]. The yield is 0.170. (5) The reactants are [NH2:1][C@@H:2]([CH3:19])[CH2:3][N:4]1[CH:8]=[CH:7][C:6]([C:9]2[CH:16]=[C:15]([F:17])[C:12]([C:13]#[N:14])=[C:11]([Cl:18])[CH:10]=2)=[N:5]1.[F:20][C:21]1[N:25]2[CH:26]=[CH:27][CH:28]=[CH:29][C:24]2=[N:23][C:22]=1[C:30](O)=[O:31]. No catalyst specified. The product is [Cl:18][C:11]1[CH:10]=[C:9]([C:6]2[CH:7]=[CH:8][N:4]([CH2:3][C@@H:2]([NH:1][C:30]([C:22]3[N:23]=[C:24]4[CH:29]=[CH:28][CH:27]=[CH:26][N:25]4[C:21]=3[F:20])=[O:31])[CH3:19])[N:5]=2)[CH:16]=[C:15]([F:17])[C:12]=1[C:13]#[N:14]. The yield is 0.379. (6) The reactants are [Cl:1][C:2]1[CH:3]=[C:4]([NH:9][C:10]([CH:12]2[CH2:17][CH2:16][N:15](C(OC(C)(C)C)=O)[CH2:14][CH2:13]2)=[O:11])[CH:5]=[CH:6][C:7]=1[Cl:8].Cl. The catalyst is ClCCl.O1CCOCC1. The product is [ClH:1].[Cl:1][C:2]1[CH:3]=[C:4]([NH:9][C:10]([CH:12]2[CH2:13][CH2:14][NH:15][CH2:16][CH2:17]2)=[O:11])[CH:5]=[CH:6][C:7]=1[Cl:8]. The yield is 1.00. (7) The reactants are [OH:1][C:2]([C:4]([F:7])([F:6])[F:5])=[O:3].Cl[C:9]1[N:14]=[N:13][C:12]([O:15][CH2:16][CH2:17][C@@H:18]([N:20]([C:35]([C@H:37]2[CH2:42][CH2:41][C@H:40]([CH3:43])[CH2:39][CH2:38]2)=[O:36])[C:21]2[CH:25]=[C:24]([C:26]#[C:27][C:28]([CH3:31])([CH3:30])[CH3:29])[S:23][C:22]=2[C:32]([OH:34])=[O:33])[CH3:19])=[CH:11][CH:10]=1.CC([O-])=[O:46].[Na+]. The catalyst is CC(O)=O.CO. The product is [OH:3][C:2]([C:4]([F:7])([F:6])[F:5])=[O:1].[CH3:29][C:28]([CH3:31])([CH3:30])[C:27]#[C:26][C:24]1[S:23][C:22]([C:32]([OH:34])=[O:33])=[C:21]([N:20]([C@@H:18]([CH3:19])[CH2:17][CH2:16][O:15][C:12]2[N:13]=[N:14][C:9]([OH:46])=[CH:10][CH:11]=2)[C:35]([C@H:37]2[CH2:42][CH2:41][C@H:40]([CH3:43])[CH2:39][CH2:38]2)=[O:36])[CH:25]=1. The yield is 0.130.